From a dataset of Catalyst prediction with 721,799 reactions and 888 catalyst types from USPTO. Predict which catalyst facilitates the given reaction. (1) The catalyst class is: 78. Reactant: [CH3:1][C:2]1[CH:3]=[C:4]([C:8]2[CH:9]=[C:10]([N+:23]([O-])=O)[C:11]3[C:15]([CH:16]=2)=[N:14][N:13]([CH:17]2[CH2:22][CH2:21][CH2:20][CH2:19][O:18]2)[CH:12]=3)[CH:5]=[CH:6][CH:7]=1. Product: [CH3:1][C:2]1[CH:3]=[C:4]([C:8]2[CH:9]=[C:10]([NH2:23])[C:11]3[C:15]([CH:16]=2)=[N:14][N:13]([CH:17]2[CH2:22][CH2:21][CH2:20][CH2:19][O:18]2)[CH:12]=3)[CH:5]=[CH:6][CH:7]=1. (2) Reactant: [CH:1]1[C:10]2[C:5](=[CH:6][CH:7]=[CH:8][CH:9]=2)[CH:4]=[CH:3][C:2]=1[C:11]1[CH:28]=[CH:27][CH:26]=[CH:25][C:12]=1[CH2:13][N:14]1[CH:19]=[CH:18][CH:17]=[C:16]([C:20]([O:22]C)=[O:21])[C:15]1=[O:24].[OH-].[Na+]. Product: [CH:1]1[C:10]2[C:5](=[CH:6][CH:7]=[CH:8][CH:9]=2)[CH:4]=[CH:3][C:2]=1[C:11]1[CH:28]=[CH:27][CH:26]=[CH:25][C:12]=1[CH2:13][N:14]1[CH:19]=[CH:18][CH:17]=[C:16]([C:20]([OH:22])=[O:21])[C:15]1=[O:24]. The catalyst class is: 1. (3) Reactant: C[Mg]Br.O1CCC[CH2:5]1.[O:9]=[C:10]1[CH2:13][N:12]([C:14]([O:16][C:17]([CH3:20])([CH3:19])[CH3:18])=[O:15])[CH2:11]1.[Cl-].[NH4+]. Product: [OH:9][C:10]1([CH3:5])[CH2:13][N:12]([C:14]([O:16][C:17]([CH3:20])([CH3:19])[CH3:18])=[O:15])[CH2:11]1. The catalyst class is: 7.